Dataset: Full USPTO retrosynthesis dataset with 1.9M reactions from patents (1976-2016). Task: Predict the reactants needed to synthesize the given product. (1) Given the product [NH2:26][C:25]1[C:24]([F:23])=[CH:30][C:29]([C:2]2[C:3]([F:22])=[CH:4][N:5]3[C:10]([C:11]=2[CH3:12])=[C:9]([CH:13]2[CH2:15][CH2:14]2)[CH:8]=[C:7]([C:16]([O:18][CH2:19][CH3:20])=[O:17])[C:6]3=[O:21])=[C:28]([F:40])[CH:27]=1, predict the reactants needed to synthesize it. The reactants are: Cl[C:2]1[C:3]([F:22])=[CH:4][N:5]2[C:10]([C:11]=1[CH3:12])=[C:9]([CH:13]1[CH2:15][CH2:14]1)[CH:8]=[C:7]([C:16]([O:18][CH2:19][CH3:20])=[O:17])[C:6]2=[O:21].[F:23][C:24]1[CH:30]=[C:29](B2OC(C)(C)C(C)(C)O2)[C:28]([F:40])=[CH:27][C:25]=1[NH2:26].C1(P(C2CCCCC2)C2CCCCC2)CCCCC1.[F-].[Cs+]. (2) Given the product [CH2:4]([O:3][CH2:2][N:11]1[CH:15]=[CH:14][CH:13]=[N:12]1)[C:5]1[CH:10]=[CH:9][CH:8]=[CH:7][CH:6]=1, predict the reactants needed to synthesize it. The reactants are: Cl[CH2:2][O:3][CH2:4][C:5]1[CH:10]=[CH:9][CH:8]=[CH:7][CH:6]=1.[NH:11]1[CH:15]=[CH:14][CH:13]=[N:12]1. (3) Given the product [OH:23][C:20]1[CH:21]=[CH:22][C:17]2[N:16]([CH3:24])[C:15](=[O:25])[N:14]([CH2:13][C@H:10]3[CH2:11][CH2:12][C@H:7]([C:5]([OH:6])=[O:4])[CH2:8][CH2:9]3)[C:18]=2[CH:19]=1, predict the reactants needed to synthesize it. The reactants are: [Li+].[OH-].C[O:4][C:5]([C@H:7]1[CH2:12][CH2:11][C@H:10]([CH2:13][N:14]2[C:18]3[CH:19]=[C:20]([OH:23])[CH:21]=[CH:22][C:17]=3[N:16]([CH3:24])[C:15]2=[O:25])[CH2:9][CH2:8]1)=[O:6].